The task is: Regression. Given a peptide amino acid sequence and an MHC pseudo amino acid sequence, predict their binding affinity value. This is MHC class I binding data.. This data is from Peptide-MHC class I binding affinity with 185,985 pairs from IEDB/IMGT. The peptide sequence is GWGLVMGHQR. The MHC is Patr-A0901 with pseudo-sequence Patr-A0901. The binding affinity (normalized) is 0.0132.